From a dataset of Reaction yield outcomes from USPTO patents with 853,638 reactions. Predict the reaction yield, written as a fraction of the theoretical maximum amount of product (1.0 means a 100% yield; for example, 0.34 means a 34% yield). The reactants are [Si](C=[N+]=[N-])(C)(C)C.C1COCC1.CC#N.CCN(CC)CC.[F:23][C:24]1[CH:32]=[CH:31][CH:30]=[C:29]([I:33])[C:25]=1[C:26](Cl)=O.[CH3:34][CH2:35][O:36][C:37](C)=[O:38]. The catalyst is CCO.C([O-])(=O)C1C=CC=CC=1.[Ag+]. The product is [F:23][C:24]1[CH:32]=[CH:31][CH:30]=[C:29]([I:33])[C:25]=1[CH2:26][C:37]([O:36][CH2:35][CH3:34])=[O:38]. The yield is 0.780.